This data is from Kinase inhibitor bioactivity data combining Ki, Kd, and IC50 measurements. The task is: Regression. Given a target protein amino acid sequence and a drug SMILES string, predict the binding affinity score between them. We predict KIBA score (integrated kinase binding score). Dataset: kiba. (1) The small molecule is COc1cc(C)c(Sc2cnc(NC(=O)c3ccc(CNC(C)C(C)(C)C)cc3)s2)cc1C(=O)N1CCN(C(C)=O)CC1. The target protein (Q15139) has sequence MSAPPVLRPPSPLLPVAAAAAAAAAALVPGSGPGPAPFLAPVAAPVGGISFHLQIGLSREPVLLLQDSSGDYSLAHVREMACSIVDQKFPECGFYGMYDKILLFRHDPTSENILQLVKAASDIQEGDLIEVVLSASATFEDFQIRPHALFVHSYRAPAFCDHCGEMLWGLVRQGLKCEGCGLNYHKRCAFKIPNNCSGVRRRRLSNVSLTGVSTIRTSSAELSTSAPDEPLLQKSPSESFIGREKRSNSQSYIGRPIHLDKILMSKVKVPHTFVIHSYTRPTVCQYCKKLLKGLFRQGLQCKDCRFNCHKRCAPKVPNNCLGEVTINGDLLSPGAESDVVMEEGSDDNDSERNSGLMDDMEEAMVQDAEMAMAECQNDSGEMQDPDPDHEDANRTISPSTSNNIPLMRVVQSVKHTKRKSSTVMKEGWMVHYTSKDTLRKRHYWRLDSKCITLFQNDTGSRYYKEIPLSEILSLEPVKTSALIPNGANPHCFEITTANVV.... The KIBA score is 10.7. (2) The compound is COc1cc2ncnc(Nc3cccc(Cl)c3F)c2cc1CN(C)C1CCNC1=O. The target protein (Q9UGI9) has sequence MEPGLEHALRRTPSWSSLGGSEHQEMSFLEQENSSSWPSPAVTSSSERIRGKRRAKALRWTRQKSVEEGEPPGQGEGPRSRPAAESTGLEATFPKTTPLAQADPAGVGTPPTGWDCLPSDCTASAAGSSTDDVELATEFPATEAWECELEGLLEERPALCLSPQAPFPKLGWDDELRKPGAQIYMRFMQEHTCYDAMATSSKLVIFDTMLEIKKAFFALVANGVRAAPLWDSKKQSFVGMLTITDFILVLHRYYRSPLVQIYEIEQHKIETWREIYLQGCFKPLVSISPNDSLFEAVYTLIKNRIHRLPVLDPVSGNVLHILTHKRLLKFLHIFGSLLPRPSFLYRTIQDLGIGTFRDLAVVLETAPILTALDIFVDRRVSALPVVNECGQVVGLYSRFDVIHLAAQQTYNHLDMSVGEALRQRTLCLEGVLSCQPHESLGEVIDRIAREQVHRLVLVDETQHLLGVVSLSDILQALVLSPAGIDALGA. The KIBA score is 11.1. (3) The drug is Cc1cc(C)cc(NC(=O)Nc2ccc(NC(=O)c3csc4ncnc(N)c34)cc2)c1. The target protein (Q13554) has sequence MATTVTCTRFTDEYQLYEDIGKGAFSVVRRCVKLCTGHEYAAKIINTKKLSARDHQKLEREARICRLLKHSNIVRLHDSISEEGFHYLVFDLVTGGELFEDIVAREYYSEADASHCIQQILEAVLHCHQMGVVHRDLKPENLLLASKCKGAAVKLADFGLAIEVQGDQQAWFGFAGTPGYLSPEVLRKEAYGKPVDIWACGVILYILLVGYPPFWDEDQHKLYQQIKAGAYDFPSPEWDTVTPEAKNLINQMLTINPAKRITAHEALKHPWVCQRSTVASMMHRQETVECLKKFNARRKLKGAILTTMLATRNFSVGRQTTAPATMSTAASGTTMGLVEQAKSLLNKKADGVKPQTNSTKNSAAATSPKGTLPPAALEPQTTVIHNPVDGIKESSDSANTTIEDEDAKAPRVPDILSSVRRGSGAPEAEGPLPCPSPAPFSPLPAPSPRISDILNSVRRGSGTPEAEGPLSAGPPPCLSPALLGPLSSPSPRISDILNSV.... The KIBA score is 11.2. (4) The compound is Nc1n[nH]c2c(Cl)cccc12. The target protein (Q9H4B4) has sequence MEPAAGFLSPRPFQRAAAAPAPPAGPGPPPSALRGPELEMLAGLPTSDPGRLITDPRSGRTYLKGRLLGKGGFARCYEATDTETGSAYAVKVIPQSRVAKPHQREKILNEIELHRDLQHRHIVRFSHHFEDADNIYIFLELCSRKSLAHIWKARHTLLEPEVRYYLRQILSGLKYLHQRGILHRDLKLGNFFITENMELKVGDFGLAARLEPPEQRKKTICGTPNYVAPEVLLRQGHGPEADVWSLGCVMYTLLCGSPPFETADLKETYRCIKQVHYTLPASLSLPARQLLAAILRASPRDRPSIDQILRHDFFTKGYTPDRLPISSCVTVPDLTPPNPARSLFAKVTKSLFGRKKKSKNHAQERDEVSGLVSGLMRTSVGHQDARPEAPAASGPAPVSLVETAPEDSSPRGTLASSGDGFEEGLTVATVVESALCALRNCIAFMPPAEQNPAPLAQPEPLVWVSKWVDYSNKFGFGYQLSSRRVAVLFNDGTHMALSAN.... The KIBA score is 11.1. (5) The drug is Clc1csc2ncnc(Nc3ccccc3)c12. The target protein (Q9NR20) has sequence MPASELKASEIPFHPSIKTQDPKAEEKSPKKQKVTLTAAEALKLFKNQLSPYEQSEILGYAELWFLGLEAKKLDTAPEKFSKTSFDDEHGFYLKVLHDHIAYRYEVLETIGKGSFGQVAKCLDHKNNELVALKIIRNKKRFHQQALMELKILEALRKKDKDNTYNVVHMKDFFYFRNHFCITFELLGINLYELMKNNNFQGFSLSIVRRFTLSVLKCLQMLSVEKIIHCDLKPENIVLYQKGQASVKVIDFGSSCYEHQKVYTYIQSRFYRSPEVILGHPYDVAIDMWSLGCITAELYTGYPLFPGENEVEQLACIMEVLGLPPAGFIQTASRRQTFFDSKGFPKNITNNRGKKRYPDSKDLTMVLKTYDTSFLDFLRRCLVWEPSLRMTPDQALKHAWIHQSRNLKPQPRPQTLRKSNSFFPSETRKDKVQGCHHSSRKADEITKETTEKTKDSPTKHVQHSGDQQDCLQHGADTVQLPQLVDAPKKSEAAVGAEVSMT.... The KIBA score is 11.2. (6) The drug is COCCOCC#Cc1cc(-c2n[nH]c3c2C(=O)c2cc(CN4CCN(C)CC4)ccc2-3)cs1. The target protein (Q13237) has sequence MGNGSVKPKHSKHPDGHSGNLTTDALRNKVTELERELRRKDAEIQEREYHLKELREQLSKQTVAIAELTEELQNKCIQLNKLQDVVHMQGGSPLQASPDKVPLEVHRKTSGLVSLHSRRGAKAGVSAEPTTRTYDLNKPPEFSFEKARVRKDSSEKKLITDALNKNQFLKRLDPQQIKDMVECMYGRNYQQGSYIIKQGEPGNHIFVLAEGRLEVFQGEKLLSSIPMWTTFGELAILYNCTRTASVKAITNVKTWALDREVFQNIMRRTAQARDEQYRNFLRSVSLLKNLPEDKLTKIIDCLEVEYYDKGDYIIREGEEGSTFFILAKGKVKVTQSTEGHDQPQLIKTLQKGEYFGEKALISDDVRSANIIAEENDVACLVIDRETFNQTVGTFEELQKYLEGYVANLNRDDEKRHAKRSMSNWKLSKALSLEMIQLKEKVARFSSSSPFQNLEIIATLGVGGFGRVELVKVKNENVAFAMKCIRKKHIVDTKQQEHVYS.... The KIBA score is 11.9.